Dataset: Reaction yield outcomes from USPTO patents with 853,638 reactions. Task: Predict the reaction yield, written as a fraction of the theoretical maximum amount of product (1.0 means a 100% yield; for example, 0.34 means a 34% yield). (1) The reactants are [C:1]([O:4][C:5]1[CH:15]=[CH:14][CH:13]=[CH:12][C:6]=1[C:7]([O:9][CH2:10]Cl)=[O:8])(=[O:3])[CH3:2].[OH:16][CH2:17][C:18]1[N:23]=[C:22]([C:24]([OH:26])=[O:25])[CH:21]=[CH:20][CH:19]=1.CCN(CC)CC. The catalyst is CN(C=O)C.O. The product is [OH:16][CH2:17][C:18]1[N:23]=[C:22]([C:24]([O:26][CH2:10][O:9][C:7](=[O:8])[C:6]2[CH:12]=[CH:13][CH:14]=[CH:15][C:5]=2[O:4][C:1](=[O:3])[CH3:2])=[O:25])[CH:21]=[CH:20][CH:19]=1. The yield is 0.250. (2) The reactants are CN(C(ON1N=NC2C=CC=NC1=2)=[N+](C)C)C.F[P-](F)(F)(F)(F)F.[F:25][C:26]1[CH:34]=[CH:33][C:29]([C:30]([OH:32])=O)=[C:28]([N+:35]([O-:37])=[O:36])[CH:27]=1.Cl.[NH2:39][C@@H:40]([CH:45]1[CH2:50][CH2:49][CH2:48][CH2:47][CH2:46]1)[C:41]([O:43][CH3:44])=[O:42].C(N(C(C)C)CC)(C)C. The catalyst is CN(C=O)C.CCCCCC.C(OCC)(=O)C. The product is [CH:45]1([C@H:40]([NH:39][C:30]([C:29]2[CH:33]=[CH:34][C:26]([F:25])=[CH:27][C:28]=2[N+:35]([O-:37])=[O:36])=[O:32])[C:41]([O:43][CH3:44])=[O:42])[CH2:50][CH2:49][CH2:48][CH2:47][CH2:46]1. The yield is 0.760. (3) The reactants are [CH2:1]([O:8][C:9]1[N:10]=[N:11][C:12]([CH2:23][C:24]2[CH:29]=[CH:28][C:27](F)=[CH:26][CH:25]=2)=[CH:13][C:14]=1[O:15][CH2:16][C:17]1[CH:22]=[CH:21][CH:20]=[CH:19][CH:18]=1)[C:2]1[CH:7]=[CH:6][CH:5]=[CH:4][CH:3]=1.C(OC1N=NC(Cl)=CC=1OCC1C=CC=CC=1)C1C=CC=CC=1.[Cl-].[F:55]C1C=CC=CC=1C[Zn+]. No catalyst specified. The product is [CH2:1]([O:8][C:9]1[N:10]=[N:11][C:12]([CH2:23][C:24]2[CH:29]=[CH:28][CH:27]=[CH:26][C:25]=2[F:55])=[CH:13][C:14]=1[O:15][CH2:16][C:17]1[CH:22]=[CH:21][CH:20]=[CH:19][CH:18]=1)[C:2]1[CH:7]=[CH:6][CH:5]=[CH:4][CH:3]=1. The yield is 0.770. (4) The reactants are [F:1][C:2]([F:15])([F:14])[C:3]1([NH:6]C(=O)OC(C)(C)C)[CH2:5][CH2:4]1.[ClH:16]. No catalyst specified. The product is [ClH:16].[F:1][C:2]([F:15])([F:14])[C:3]1([NH2:6])[CH2:5][CH2:4]1. The yield is 1.00.